Dataset: Full USPTO retrosynthesis dataset with 1.9M reactions from patents (1976-2016). Task: Predict the reactants needed to synthesize the given product. Given the product [CH3:38][C:2]([CH3:1])([CH3:37])[C@H:3]([NH:8][C:9](=[O:36])[C@H:10]([CH:15]([C:26]([OH:28])=[O:27])[C:16]([OH:18])=[O:17])[CH2:11][CH:12]([CH3:14])[CH3:13])[C:4]([NH:6][CH3:7])=[O:5], predict the reactants needed to synthesize it. The reactants are: [CH3:1][C:2]([CH3:38])([CH3:37])[C@H:3]([NH:8][C:9](=[O:36])[C@H:10]([CH:15]([C:26]([O:28]CC1C=CC=CC=1)=[O:27])[C:16]([O:18]CC1C=CC=CC=1)=[O:17])[CH2:11][CH:12]([CH3:14])[CH3:13])[C:4]([NH:6][CH3:7])=[O:5].